From a dataset of Peptide-MHC class I binding affinity with 185,985 pairs from IEDB/IMGT. Regression. Given a peptide amino acid sequence and an MHC pseudo amino acid sequence, predict their binding affinity value. This is MHC class I binding data. (1) The peptide sequence is RIDMIDNLNI. The MHC is HLA-A02:01 with pseudo-sequence HLA-A02:01. The binding affinity (normalized) is 0.275. (2) The peptide sequence is YLQYSISTA. The MHC is HLA-A03:01 with pseudo-sequence HLA-A03:01. The binding affinity (normalized) is 0.0847. (3) The peptide sequence is GALDTTSYR. The MHC is HLA-A31:01 with pseudo-sequence HLA-A31:01. The binding affinity (normalized) is 0.588. (4) The peptide sequence is LCLIPTVMAF. The MHC is HLA-A23:01 with pseudo-sequence HLA-A23:01. The binding affinity (normalized) is 0.435. (5) The peptide sequence is EISTNIRQ. The MHC is HLA-B35:01 with pseudo-sequence HLA-B35:01. The binding affinity (normalized) is 0.